This data is from Peptide-MHC class I binding affinity with 185,985 pairs from IEDB/IMGT. The task is: Regression. Given a peptide amino acid sequence and an MHC pseudo amino acid sequence, predict their binding affinity value. This is MHC class I binding data. (1) The peptide sequence is RRRIGEIFK. The MHC is HLA-A69:01 with pseudo-sequence HLA-A69:01. The binding affinity (normalized) is 0.0847. (2) The peptide sequence is RQAGFLGLGPW. The MHC is Mamu-B52 with pseudo-sequence Mamu-B52. The binding affinity (normalized) is 0.717. (3) The peptide sequence is GQFLSFASL. The MHC is HLA-A02:03 with pseudo-sequence HLA-A02:03. The binding affinity (normalized) is 0.375. (4) The peptide sequence is DRFGLAESLL. The MHC is Mamu-A07 with pseudo-sequence Mamu-A07. The binding affinity (normalized) is 0.465. (5) The peptide sequence is KSISSIFGY. The MHC is HLA-A03:01 with pseudo-sequence HLA-A03:01. The binding affinity (normalized) is 0.643. (6) The peptide sequence is MYTNVDQDLV. The MHC is Patr-A0901 with pseudo-sequence Patr-A0901. The binding affinity (normalized) is 0.420.